The task is: Predict the reactants needed to synthesize the given product.. This data is from Retrosynthesis with 50K atom-mapped reactions and 10 reaction types from USPTO. Given the product Oc1ccc(S[C@@H]2CCNC2)cc1, predict the reactants needed to synthesize it. The reactants are: CC(C)(C)OC(=O)N1CC[C@@H](Sc2ccc(O)cc2)C1.